Dataset: Forward reaction prediction with 1.9M reactions from USPTO patents (1976-2016). Task: Predict the product of the given reaction. (1) Given the reactants Br[C:2]1[C:3]([C:7]([OH:9])=[O:8])=[CH:4][S:5][CH:6]=1.[Na].[C:11]([O:17][CH2:18][CH3:19])(=[O:16])[CH2:12]C(C)=O.[O-]CC.[Na+], predict the reaction product. The product is: [CH2:18]([O:17][C:11](=[O:16])[CH2:12][C:2]1[C:3]([C:7]([OH:9])=[O:8])=[CH:4][S:5][CH:6]=1)[CH3:19]. (2) Given the reactants [Cl:1][C:2]1[C:3]2[CH:10]=[CH:9][NH:8][C:4]=2[N:5]=[CH:6][N:7]=1.[H-].[Na+].[Cl:13][CH2:14][CH2:15][CH:16](OS(C)(=O)=O)[C:17]1[CH:22]=[CH:21][CH:20]=[CH:19][CH:18]=1, predict the reaction product. The product is: [Cl:1][C:2]1[C:3]2[CH:10]=[CH:9][N:8]([CH:16]([C:17]3[CH:22]=[CH:21][CH:20]=[CH:19][CH:18]=3)[CH2:15][CH2:14][Cl:13])[C:4]=2[N:5]=[CH:6][N:7]=1. (3) Given the reactants C(OC([N:8]1[CH2:12][C:11](=[N:13][O:14][CH3:15])[CH2:10][C@H:9]1[C:16]([OH:18])=O)=O)(C)(C)C.[C:19]1([C:29]2[CH:34]=[CH:33][CH:32]=[CH:31][CH:30]=2)[CH:24]=[CH:23][C:22]([S:25](Cl)(=[O:27])=[O:26])=[CH:21][CH:20]=1.[NH2:35][CH2:36][CH:37]([C:39]1[CH:44]=[CH:43][C:42]([OH:45])=[CH:41][CH:40]=1)[OH:38], predict the reaction product. The product is: [C:19]1([C:29]2[CH:34]=[CH:33][CH:32]=[CH:31][CH:30]=2)[CH:24]=[CH:23][C:22]([S:25]([N:8]2[CH2:12][C:11](=[N:13][O:14][CH3:15])[CH2:10][C@H:9]2[C:16]([NH:35][CH2:36][CH:37]([OH:38])[C:39]2[CH:44]=[CH:43][C:42]([OH:45])=[CH:41][CH:40]=2)=[O:18])(=[O:27])=[O:26])=[CH:21][CH:20]=1. (4) Given the reactants [CH:1]([N:4](C(C)C)[CH2:5]C)(C)C.[NH2:10][C:11]1[CH:12]=[CH:13][C:14]([Br:20])=[C:15]([CH:19]=1)[C:16](O)=[O:17].CNC.F[P-](F)(F)(F)(F)F.N1(O[P+](N(C)C)(N(C)C)N(C)C)C2C=CC=CC=2N=N1, predict the reaction product. The product is: [NH2:10][C:11]1[CH:12]=[CH:13][C:14]([Br:20])=[C:15]([CH:19]=1)[C:16]([N:4]([CH3:5])[CH3:1])=[O:17]. (5) Given the reactants [OH:1][N:2]=[C:3]([C:6]1[CH:11]=[CH:10][CH:9]=[CH:8][CH:7]=1)C#N.[C:12](Cl)(=[O:19])[C:13]1[CH:18]=[CH:17][CH:16]=[CH:15][CH:14]=1.[CH2:21]([N:23](CC)CC)C, predict the reaction product. The product is: [C:12]([O:1]/[N:2]=[CH:3]/[C:6]1([C:21]#[N:23])[CH:7]=[CH:8][CH:9]=[CH:10][CH2:11]1)(=[O:19])[C:13]1[CH:18]=[CH:17][CH:16]=[CH:15][CH:14]=1. (6) Given the reactants C([O:5][C:6](=[O:41])[CH2:7][CH2:8][NH:9][C:10]([CH3:40])([CH3:39])[C:11](=[O:38])[N:12]1[C:20]2[C:15](=[CH:16][C:17]([O:21][CH2:22][C:23]3[S:24][C:25]([C:34]([F:37])([F:36])[F:35])=[C:26]([C:28]4[CH:33]=[CH:32][CH:31]=[CH:30][CH:29]=4)[CH:27]=3)=[CH:18][CH:19]=2)[CH2:14][CH2:13]1)(C)(C)C, predict the reaction product. The product is: [CH3:40][C:10]([NH:9][CH2:8][CH2:7][C:6]([OH:41])=[O:5])([CH3:39])[C:11](=[O:38])[N:12]1[C:20]2[C:15](=[CH:16][C:17]([O:21][CH2:22][C:23]3[S:24][C:25]([C:34]([F:37])([F:36])[F:35])=[C:26]([C:28]4[CH:33]=[CH:32][CH:31]=[CH:30][CH:29]=4)[CH:27]=3)=[CH:18][CH:19]=2)[CH2:14][CH2:13]1. (7) Given the reactants C(OC([N:8]1[CH2:12][C@@H:11]([O:13][CH3:14])[C@H:10]([N:15]([CH3:17])[CH3:16])[CH2:9]1)=O)(C)(C)C.[C:18]([OH:24])([C:20]([F:23])([F:22])[F:21])=[O:19], predict the reaction product. The product is: [F:21][C:20]([F:23])([F:22])[C:18]([O-:24])=[O:19].[CH3:16][N:15]([CH3:17])[C@H:10]1[C@H:11]([O:13][CH3:14])[CH2:12][NH2+:8][CH2:9]1. (8) Given the reactants [C:1]([O:4][CH2:5][C:6]([C:8]1[CH:13]=[CH:12][CH:11]=[C:10]([N+:14]([O-:16])=[O:15])[CH:9]=1)=[O:7])(=[O:3])[CH3:2].[BH4-].[Na+].O, predict the reaction product. The product is: [C:1]([O:4][CH2:5][CH:6]([OH:7])[C:8]1[CH:13]=[CH:12][CH:11]=[C:10]([N+:14]([O-:16])=[O:15])[CH:9]=1)(=[O:3])[CH3:2]. (9) Given the reactants Cl[S:2]([C:5]1[CH:6]=[C:7]2[C:11](=[CH:12][CH:13]=1)[NH:10][C:9](=[O:14])[CH2:8]2)(=[O:4])=[O:3].[NH2:15][C:16]1[CH:21]=[CH:20][CH:19]=[CH:18][CH:17]=1.N1C=CC=CC=1.Cl, predict the reaction product. The product is: [C:16]1([NH:15][S:2]([C:5]2[CH:6]=[C:7]3[C:11](=[CH:12][CH:13]=2)[NH:10][C:9](=[O:14])[CH2:8]3)(=[O:4])=[O:3])[CH:21]=[CH:20][CH:19]=[CH:18][CH:17]=1.